This data is from Forward reaction prediction with 1.9M reactions from USPTO patents (1976-2016). The task is: Predict the product of the given reaction. The product is: [CH3:1][N:2]1[CH2:7][CH2:6][N:5]([C:8]2[CH:16]=[C:15]3[C:11]([CH:12]=[C:13]([C:41]4[CH:47]=[CH:46][C:44]([NH2:45])=[C:43]([N+:48]([O-:50])=[O:49])[CH:42]=4)[N:14]3[S:17]([C:20]3[CH:25]=[CH:24][C:23]([CH3:26])=[CH:22][CH:21]=3)(=[O:18])=[O:19])=[CH:10][CH:9]=2)[CH2:4][CH2:3]1. Given the reactants [CH3:1][N:2]1[CH2:7][CH2:6][N:5]([C:8]2[CH:16]=[C:15]3[C:11]([CH:12]=[C:13]([Sn](CCCC)(CCCC)CCCC)[N:14]3[S:17]([C:20]3[CH:25]=[CH:24][C:23]([CH3:26])=[CH:22][CH:21]=3)(=[O:19])=[O:18])=[CH:10][CH:9]=2)[CH2:4][CH2:3]1.Br[C:41]1[CH:47]=[CH:46][C:44]([NH2:45])=[C:43]([N+:48]([O-:50])=[O:49])[CH:42]=1, predict the reaction product.